From a dataset of Forward reaction prediction with 1.9M reactions from USPTO patents (1976-2016). Predict the product of the given reaction. (1) Given the reactants C(=O)([O-])[O-].[Na+].[Na+].[C:7]1([C:16]2[CH:21]=[CH:20][CH:19]=[CH:18][CH:17]=2)[CH:12]=[CH:11][C:10](B(O)O)=[CH:9][CH:8]=1.Br[C:23]1[C:24]([NH2:29])=[N:25][CH:26]=[CH:27][CH:28]=1.O, predict the reaction product. The product is: [C:7]1([C:16]2[CH:21]=[CH:20][CH:19]=[CH:18][CH:17]=2)[CH:12]=[CH:11][C:10]([C:23]2[C:24]([NH2:29])=[N:25][CH:26]=[CH:27][CH:28]=2)=[CH:9][CH:8]=1. (2) Given the reactants C([O:5][C:6](=[O:27])[C:7]1[CH:12]=[CH:11][C:10]([CH2:13][N:14]2[C:23](=[O:24])[C:22]3[C:17](=[CH:18][C:19]([F:26])=[C:20]([NH2:25])[CH:21]=3)[N:16]=[CH:15]2)=[CH:9][CH:8]=1)(C)(C)C.[CH3:28][O:29][C:30]1[CH:35]=[CH:34][C:33]([CH2:36][C:37](O)=[O:38])=[CH:32][CH:31]=1, predict the reaction product. The product is: [F:26][C:19]1[CH:18]=[C:17]2[C:22]([C:23](=[O:24])[N:14]([CH2:13][C:10]3[CH:11]=[CH:12][C:7]([C:6]([OH:5])=[O:27])=[CH:8][CH:9]=3)[CH:15]=[N:16]2)=[CH:21][C:20]=1[NH:25][C:37](=[O:38])[CH2:36][C:33]1[CH:34]=[CH:35][C:30]([O:29][CH3:28])=[CH:31][CH:32]=1. (3) Given the reactants CC1[N:3]([C@H:8]2[CH2:12][C@@:11]([C:23]3([OH:27])[CH2:26][CH2:25][CH2:24]3)([C:13]([O:15][CH2:16][C:17]3[CH:22]=[CH:21][CH:20]=[CH:19][CH:18]=3)=[O:14])[CH:10]=[CH:9]2)C(C)=CC=1.Cl.NO.NO.O, predict the reaction product. The product is: [NH2:3][C@H:8]1[CH2:12][C@@:11]([C:23]2([OH:27])[CH2:24][CH2:25][CH2:26]2)([C:13]([O:15][CH2:16][C:17]2[CH:18]=[CH:19][CH:20]=[CH:21][CH:22]=2)=[O:14])[CH:10]=[CH:9]1. (4) Given the reactants [Br:1][C:2]1[CH:3]=[C:4]2[C:8](=[CH:9][CH:10]=1)[NH:7][C:6](=[O:11])[CH2:5]2.[CH3:12][S:13]([C:16]1[C:17]([C:24]2[CH:29]=[CH:28][CH:27]=[CH:26][CH:25]=2)=[C:18]([CH:22]=O)[NH:19][C:20]=1[CH3:21])(=[O:15])=[O:14].CC1(C)C(C)(C)OB(C2C=CC=C3C=2C=CN3)O1.N1CCCCC1, predict the reaction product. The product is: [Br:1][C:2]1[CH:3]=[C:4]2[C:8](=[CH:9][CH:10]=1)[NH:7][C:6](=[O:11])/[C:5]/2=[CH:22]\[C:18]1[NH:19][C:20]([CH3:21])=[C:16]([S:13]([CH3:12])(=[O:15])=[O:14])[C:17]=1[C:24]1[CH:29]=[CH:28][CH:27]=[CH:26][CH:25]=1. (5) Given the reactants [F:1][C:2]([F:29])([F:28])[C:3]1[CH:4]=[C:5]([CH:25]=[CH:26][CH:27]=1)[CH2:6][NH:7][C:8](=[O:24])[C:9]1[CH:14]=[CH:13][N:12]=[C:11]([C:15]2[CH:20]=[CH:19][CH:18]=[CH:17][C:16]=2[N+:21]([O-])=O)[CH:10]=1.C(O)(=O)C, predict the reaction product. The product is: [F:28][C:2]([F:1])([F:29])[C:3]1[CH:4]=[C:5]([CH:25]=[CH:26][CH:27]=1)[CH2:6][NH:7][C:8](=[O:24])[C:9]1[CH:14]=[CH:13][N:12]=[C:11]([C:15]2[CH:20]=[CH:19][CH:18]=[CH:17][C:16]=2[NH2:21])[CH:10]=1. (6) Given the reactants [C:1]1([CH2:7][CH2:8][CH2:9][CH2:10][CH2:11][NH2:12])[CH:6]=[CH:5][CH:4]=[CH:3][CH:2]=1.[C:13]([O-:16])(O)=O.[Na+].ClC(Cl)(OC(=O)OC(Cl)(Cl)Cl)Cl.[NH:30]1[CH:37]=[CH:36][C:34](=[O:35])[NH:33][C:31]1=[O:32], predict the reaction product. The product is: [O:32]=[C:31]1[NH:33][C:34](=[O:35])[CH:36]=[CH:37][N:30]1[C:13]([NH:12][CH2:11][CH2:10][CH2:9][CH2:8][CH2:7][C:1]1[CH:6]=[CH:5][CH:4]=[CH:3][CH:2]=1)=[O:16]. (7) The product is: [CH3:27][O:28][CH2:29][C:30]([NH:23][C:22]1[CH:24]=[CH:25][CH:26]=[C:20]([CH2:19][CH2:18][N:15]2[CH2:14][CH2:13][N:12]([C:8]3[CH:7]=[CH:6][CH:5]=[C:4]4[C:9]=3[CH:10]=[CH:11][C:2]([CH3:1])=[N:3]4)[CH2:17][CH2:16]2)[CH:21]=1)=[O:31]. Given the reactants [CH3:1][C:2]1[CH:11]=[CH:10][C:9]2[C:4](=[CH:5][CH:6]=[CH:7][C:8]=2[N:12]2[CH2:17][CH2:16][N:15]([CH2:18][CH2:19][C:20]3[CH:21]=[C:22]([CH:24]=[CH:25][CH:26]=3)[NH2:23])[CH2:14][CH2:13]2)[N:3]=1.[CH3:27][O:28][CH2:29][C:30](Cl)=[O:31], predict the reaction product.